Dataset: Full USPTO retrosynthesis dataset with 1.9M reactions from patents (1976-2016). Task: Predict the reactants needed to synthesize the given product. (1) Given the product [C:1]([O:5][C:6]([N:8]1[CH2:13][CH2:12][CH:11]([C:14]2[CH:19]=[CH:18][C:17]([O:20][CH2:21][CH2:22][CH2:23][O:24][CH2:25][C:26]3[CH:31]=[CH:30][CH:29]=[CH:28][C:27]=3[O:32][CH3:33])=[CH:16][CH:15]=2)[CH:10]([O:34][CH2:36][C:37]2[CH:46]=[CH:45][C:44]3[C:39](=[CH:40][C:41]([OH:47])=[CH:42][CH:43]=3)[CH:38]=2)[CH2:9]1)=[O:7])([CH3:3])([CH3:4])[CH3:2], predict the reactants needed to synthesize it. The reactants are: [C:1]([O:5][C:6]([N:8]1[CH2:13][CH2:12][CH:11]([C:14]2[CH:19]=[CH:18][C:17]([O:20][CH2:21][CH2:22][CH2:23][O:24][CH2:25][C:26]3[CH:31]=[CH:30][CH:29]=[CH:28][C:27]=3[O:32][CH3:33])=[CH:16][CH:15]=2)[CH:10]([OH:34])[CH2:9]1)=[O:7])([CH3:4])([CH3:3])[CH3:2].Cl[CH2:36][C:37]1[CH:46]=[CH:45][C:44]2[C:39](=[CH:40][C:41]([O:47]COCC[Si](C)(C)C)=[CH:42][CH:43]=2)[CH:38]=1. (2) Given the product [N+:11]([C:7]1[CH:6]=[C:5]2[C:10]([C:2]([C:46]([OH:47])=[O:32])=[N:3][NH:4]2)=[CH:9][CH:8]=1)([O-:13])=[O:12], predict the reactants needed to synthesize it. The reactants are: I[C:2]1[C:10]2[C:5](=[CH:6][C:7]([N+:11]([O-:13])=[O:12])=[CH:8][CH:9]=2)[NH:4][N:3]=1.[Cu]C#N.C(C1C2C(=CC([N+]([O-])=O)=CC=2)NN=1)#N.[N+](C1C=C2C(C=NN2)=CC=1)([O-])=[O:32].Cl.CN(C)[CH:46]=[O:47]. (3) The reactants are: Br[C:2]1[C:3]([O:9][CH3:10])=[N:4][CH:5]=[C:6]([F:8])[CH:7]=1.[CH3:11][C:12]1([CH3:28])[C:16]([CH3:18])([CH3:17])[O:15][B:14]([B:14]2[O:15][C:16]([CH3:18])([CH3:17])[C:12]([CH3:28])([CH3:11])[O:13]2)[O:13]1.C([O-])(=O)C.[K+]. Given the product [F:8][C:6]1[CH:7]=[C:2]([B:14]2[O:15][C:16]([CH3:18])([CH3:17])[C:12]([CH3:28])([CH3:11])[O:13]2)[C:3]([O:9][CH3:10])=[N:4][CH:5]=1, predict the reactants needed to synthesize it. (4) Given the product [C:21]([O:20][C:18]([N:10]([C:7]1[C:6]2[CH:25]=[C:26]([Cl:27])[C:3]([CH2:2][O:40][C:31]3[CH:32]=[CH:33][C:34]([O:35][C:36]([F:37])([F:38])[F:39])=[C:29]([Cl:28])[CH:30]=3)=[CH:4][C:5]=2[O:9][N:8]=1)[C:11](=[O:17])[O:12][C:13]([CH3:16])([CH3:15])[CH3:14])=[O:19])([CH3:23])([CH3:22])[CH3:24], predict the reactants needed to synthesize it. The reactants are: Br[CH2:2][C:3]1[C:26]([Cl:27])=[CH:25][C:6]2[C:7]([N:10]([C:18]([O:20][C:21]([CH3:24])([CH3:23])[CH3:22])=[O:19])[C:11](=[O:17])[O:12][C:13]([CH3:16])([CH3:15])[CH3:14])=[N:8][O:9][C:5]=2[CH:4]=1.[Cl:28][C:29]1[CH:30]=[C:31]([OH:40])[CH:32]=[CH:33][C:34]=1[O:35][C:36]([F:39])([F:38])[F:37].C(=O)([O-])[O-].[K+].[K+]. (5) Given the product [C:15]1([CH2:14][CH2:13][CH2:12][CH2:1][C:2]2[N:10]=[CH:9][CH:8]=[CH:7][C:3]=2[C:4]([OH:6])=[O:5])[CH:20]=[CH:19][CH:18]=[CH:17][CH:16]=1, predict the reactants needed to synthesize it. The reactants are: [CH3:1][C:2]1[N:10]=[CH:9][CH:8]=[CH:7][C:3]=1[C:4]([OH:6])=[O:5].I[CH2:12][CH2:13][CH2:14][C:15]1[CH:20]=[CH:19][CH:18]=[CH:17][CH:16]=1. (6) Given the product [OH:37][CH:12]([C:9]1[S:10][CH:11]=[C:7]([C:5](=[O:6])[NH:2][CH3:1])[N:8]=1)[CH2:13][CH:14]([N:18]([CH3:36])[C:19]([CH:20]([NH:25][C:26]([CH:28]1[CH2:33][CH2:32][CH2:31][CH2:30][N:29]1[CH3:34])=[O:27])[CH:21]([CH3:24])[CH2:22][CH3:23])=[O:35])[CH:15]([CH3:16])[CH3:17], predict the reactants needed to synthesize it. The reactants are: [CH3:1][NH2:2].CO[C:5]([C:7]1[N:8]=[C:9]([CH:12]([OH:37])[CH2:13][CH:14]([N:18]([CH3:36])[C:19](=[O:35])[CH:20]([NH:25][C:26]([CH:28]2[CH2:33][CH2:32][CH2:31][CH2:30][N:29]2[CH3:34])=[O:27])[CH:21]([CH3:24])[CH2:22][CH3:23])[CH:15]([CH3:17])[CH3:16])[S:10][CH:11]=1)=[O:6]. (7) Given the product [C:43]([CH:38]([NH2:39])[CH2:37][NH:36][C:24]([C:19]1[NH:20][C:21]2[C:17]([C:18]=1[C:27]1[CH:28]=[CH:29][N:30]=[CH:31][CH:32]=1)=[CH:16][C:15]([NH:14][S:11]([C:8]1[CH:9]=[CH:10][C:5]([C:1]([CH3:2])([CH3:3])[CH3:4])=[CH:6][CH:7]=1)(=[O:12])=[O:13])=[CH:23][CH:22]=2)=[O:26])(=[O:44])[CH3:41], predict the reactants needed to synthesize it. The reactants are: [C:1]([C:5]1[CH:10]=[CH:9][C:8]([S:11]([NH:14][C:15]2[CH:16]=[C:17]3[C:21](=[CH:22][CH:23]=2)[NH:20][C:19]([C:24]([OH:26])=O)=[C:18]3[C:27]2[CH:32]=[CH:31][N:30]=[CH:29][CH:28]=2)(=[O:13])=[O:12])=[CH:7][CH:6]=1)([CH3:4])([CH3:3])[CH3:2].C([NH:36][CH2:37][CH2:38][NH2:39])(=O)C.Cl[CH2:41]Cl.[CH3:43][OH:44]. (8) Given the product [F:22][C:19]1[CH:20]=[CH:21][C:16]([CH2:15][NH:14][C:12]([C:10]2[C:9]([OH:23])=[C:8]3[C:3]([CH:4]=[CH:5][CH:6]=[N:7]3)=[C:2]([N:25]3[CH2:26][CH2:27][N:28]([C:31]([O:33][C:34]([CH3:35])([CH3:36])[CH3:37])=[O:32])[CH2:29][CH2:30][S:24]3(=[O:39])=[O:38])[N:11]=2)=[O:13])=[CH:17][CH:18]=1, predict the reactants needed to synthesize it. The reactants are: Br[C:2]1[N:11]=[C:10]([C:12]([NH:14][CH2:15][C:16]2[CH:21]=[CH:20][C:19]([F:22])=[CH:18][CH:17]=2)=[O:13])[C:9]([OH:23])=[C:8]2[C:3]=1[CH:4]=[CH:5][CH:6]=[N:7]2.[S:24]1(=[O:39])(=[O:38])[CH2:30][CH2:29][N:28]([C:31]([O:33][C:34]([CH3:37])([CH3:36])[CH3:35])=[O:32])[CH2:27][CH2:26][NH:25]1. (9) Given the product [CH:1]1([C:4]2[N:8]([CH3:9])[C:7]3[C:10]([C:21]([OH:23])=[O:22])=[CH:11][C:12]([C:14]4[C:15]([CH3:20])=[N:16][O:17][C:18]=4[CH3:19])=[CH:13][C:6]=3[N:5]=2)[CH2:2][CH2:3]1, predict the reactants needed to synthesize it. The reactants are: [CH:1]1([C:4]2[N:8]([CH3:9])[C:7]3[C:10]([C:21]([O:23]C)=[O:22])=[CH:11][C:12]([C:14]4[C:15]([CH3:20])=[N:16][O:17][C:18]=4[CH3:19])=[CH:13][C:6]=3[N:5]=2)[CH2:3][CH2:2]1.[OH-].[Na+].